Predict the reactants needed to synthesize the given product. From a dataset of Full USPTO retrosynthesis dataset with 1.9M reactions from patents (1976-2016). (1) Given the product [NH2:1][C:4]1[CH:19]=[CH:18][C:7]([CH2:8][CH2:9][NH:10][C:11](=[O:17])[O:12][C:13]([CH3:16])([CH3:14])[CH3:15])=[CH:6][CH:5]=1, predict the reactants needed to synthesize it. The reactants are: [N+:1]([C:4]1[CH:19]=[CH:18][C:7]([CH2:8][CH2:9][NH:10][C:11](=[O:17])[O:12][C:13]([CH3:16])([CH3:15])[CH3:14])=[CH:6][CH:5]=1)([O-])=O.[H][H].CCCCCC.C(OCC)(=O)C. (2) The reactants are: [CH2:1]([O:3][C:4]1[C:9]2[O:10][CH:11]([CH3:15])[C:12](=[O:14])[NH:13][C:8]=2[CH:7]=[C:6]([CH:16]=O)[CH:5]=1)[CH3:2].[CH3:18][NH:19][C:20](=[O:33])[C:21]1[CH:26]=[CH:25][C:24]([N:27]2[CH2:32][CH2:31][NH:30][CH2:29][CH2:28]2)=[CH:23][CH:22]=1. Given the product [CH2:1]([O:3][C:4]1[C:9]2[O:10][CH:11]([CH3:15])[C:12](=[O:14])[NH:13][C:8]=2[CH:7]=[C:6]([CH2:16][N:30]2[CH2:29][CH2:28][N:27]([C:24]3[CH:23]=[CH:22][C:21]([C:20]([NH:19][CH3:18])=[O:33])=[CH:26][CH:25]=3)[CH2:32][CH2:31]2)[CH:5]=1)[CH3:2], predict the reactants needed to synthesize it. (3) Given the product [C:20]([C:19]1[CH:23]=[CH:24][C:16]([NH:15][C:13](=[O:14])[CH2:12][CH2:11][CH:9]2[C:10]3[C:6](=[CH:5][CH:4]=[CH:3][C:2]=3[F:1])[C:7](=[O:33])[N:8]2[CH2:25][C:26]2[CH:27]=[CH:28][C:29]([F:32])=[CH:30][CH:31]=2)=[N:17][CH:18]=1)#[N:34], predict the reactants needed to synthesize it. The reactants are: [F:1][C:2]1[CH:3]=[CH:4][CH:5]=[C:6]2[C:10]=1[CH:9]([CH2:11][CH2:12][C:13]([NH:15][C:16]1[CH:24]=[CH:23][C:19]([C:20](O)=O)=[CH:18][N:17]=1)=[O:14])[N:8]([CH2:25][C:26]1[CH:31]=[CH:30][C:29]([F:32])=[CH:28][CH:27]=1)[C:7]2=[O:33].[NH2:34]C1C=CC(C#N)=CN=1. (4) Given the product [Cl:1][C:2]1[CH:3]=[C:4]([NH:9][C:10]2[C:11]3[C:12](=[C:13]([C:17]4[CH:18]=[N:19][CH:20]=[CH:21][CH:22]=4)[N:14]=[CH:15][CH:16]=3)[O:23][C:28]=2[NH2:29])[CH:5]=[CH:6][C:7]=1[F:8], predict the reactants needed to synthesize it. The reactants are: [Cl:1][C:2]1[CH:3]=[C:4]([N:9]=[CH:10][C:11]2[CH:16]=[CH:15][N:14]=[C:13]([C:17]3[CH:18]=[N:19][CH:20]=[CH:21][CH:22]=3)[C:12]=2[OH:23])[CH:5]=[CH:6][C:7]=1[F:8].[Si]([C:28]#[N:29])(C)(C)C. (5) Given the product [Cl-:1].[S:11]1[CH:15]=[CH:14][C:13]2[CH:16]=[CH:17][CH:18]=[C:19]([CH:20]([NH:32][C:33]3[CH:38]=[CH:37][CH:36]=[CH:35][CH:34]=3)[C:21]([O:23][C@@H:24]3[CH:29]4[CH2:28][CH2:27][N+:26]([CH2:2][C:3](=[O:4])[C:5]5[CH:10]=[CH:9][CH:8]=[CH:7][CH:6]=5)([CH2:31][CH2:30]4)[CH2:25]3)=[O:22])[C:12]1=2, predict the reactants needed to synthesize it. The reactants are: [Cl:1][CH2:2][C:3]([C:5]1[CH:10]=[CH:9][CH:8]=[CH:7][CH:6]=1)=[O:4].[S:11]1[CH:15]=[CH:14][C:13]2[CH:16]=[CH:17][CH:18]=[C:19]([CH:20]([NH:32][C:33]3[CH:38]=[CH:37][CH:36]=[CH:35][CH:34]=3)[C:21]([O:23][C@@H:24]3[CH:29]4[CH2:30][CH2:31][N:26]([CH2:27][CH2:28]4)[CH2:25]3)=[O:22])[C:12]1=2. (6) Given the product [Br:2][CH:29]([C:28]1[C:6]([F:5])=[CH:7][C:8]2[O:17][CH2:16][CH2:15][N:14]3[C:10](=[N:11][C:12]([C:18]4[N:19]([CH:24]([CH3:26])[CH3:25])[N:20]=[C:21]([CH3:23])[N:22]=4)=[CH:13]3)[C:9]=2[CH:27]=1)[CH3:30], predict the reactants needed to synthesize it. The reactants are: P(Br)(Br)[Br:2].[F:5][C:6]1[C:28]([CH:29](O)[CH3:30])=[CH:27][C:9]2[C:10]3[N:14]([CH2:15][CH2:16][O:17][C:8]=2[CH:7]=1)[CH:13]=[C:12]([C:18]1[N:19]([CH:24]([CH3:26])[CH3:25])[N:20]=[C:21]([CH3:23])[N:22]=1)[N:11]=3.O.C([O-])(O)=O.[Na+]. (7) Given the product [CH3:1][C:2]1[C:7]([CH3:8])=[CH:6][C:5]([C:9]([C:11]2[CH:16]=[CH:15][CH:14]=[CH:13][CH:12]=2)=[O:10])=[C:4]([OH:17])[CH:3]=1, predict the reactants needed to synthesize it. The reactants are: [CH3:1][C:2]1[C:7]([CH3:8])=[CH:6][C:5]([C:9]([C:11]2[CH:16]=[CH:15][CH:14]=[CH:13][CH:12]=2)=[O:10])=[C:4]([O:17]C)[CH:3]=1.C[S-].[Na+].O. (8) Given the product [F:1][C:2]1[CH:3]=[C:4]([CH2:15][C:16]([NH:31][C:28]2[CH:27]=[CH:26][C:25]([C:20]3[CH:21]=[N:22][CH:23]=[CH:24][N:19]=3)=[CH:30][N:29]=2)=[O:18])[CH:5]=[CH:6][C:7]=1[C:8]1[CH:13]=[CH:12][N:11]=[C:10]([F:14])[CH:9]=1, predict the reactants needed to synthesize it. The reactants are: [F:1][C:2]1[CH:3]=[C:4]([CH2:15][C:16]([OH:18])=O)[CH:5]=[CH:6][C:7]=1[C:8]1[CH:13]=[CH:12][N:11]=[C:10]([F:14])[CH:9]=1.[N:19]1[CH:24]=[CH:23][N:22]=[CH:21][C:20]=1[C:25]1[CH:26]=[CH:27][C:28]([NH2:31])=[N:29][CH:30]=1.CCN(C(C)C)C(C)C.F[P-](F)(F)(F)(F)F.N1(OC(N(C)C)=[N+](C)C)C2N=CC=CC=2N=N1.